From a dataset of Peptide-MHC class II binding affinity with 134,281 pairs from IEDB. Regression. Given a peptide amino acid sequence and an MHC pseudo amino acid sequence, predict their binding affinity value. This is MHC class II binding data. (1) The peptide sequence is GGVVQPGRSLRLSCA. The MHC is DRB1_0401 with pseudo-sequence DRB1_0401. The binding affinity (normalized) is 0.487. (2) The peptide sequence is SQDLELQWNLNGLQAY. The MHC is DRB1_1302 with pseudo-sequence DRB1_1302. The binding affinity (normalized) is 0.627. (3) The peptide sequence is PAVKYIEPDMIVNAT. The MHC is HLA-DQA10501-DQB10201 with pseudo-sequence HLA-DQA10501-DQB10201. The binding affinity (normalized) is 0.645. (4) The peptide sequence is LWSPRERLVLTLGAA. The MHC is HLA-DQA10303-DQB10402 with pseudo-sequence HLA-DQA10303-DQB10402. The binding affinity (normalized) is 0.437. (5) The peptide sequence is WHTTKGAALMSGEGRL. The MHC is DRB3_0101 with pseudo-sequence DRB3_0101. The binding affinity (normalized) is 0. (6) The peptide sequence is GVLQIVDKIDAAFKI. The MHC is DRB1_1302 with pseudo-sequence DRB1_1302. The binding affinity (normalized) is 0.608. (7) The peptide sequence is IDQHVKLACSLPHGRL. The MHC is DRB1_1302 with pseudo-sequence DRB1_1302. The binding affinity (normalized) is 0.339. (8) The peptide sequence is VPPADKYKTFEAAFT. The MHC is HLA-DQA10501-DQB10201 with pseudo-sequence HLA-DQA10501-DQB10201. The binding affinity (normalized) is 0.275.